From a dataset of Forward reaction prediction with 1.9M reactions from USPTO patents (1976-2016). Predict the product of the given reaction. Given the reactants [CH2:1]([O:8][C:9]1[CH:14]=[CH:13][C:12]([N+:15]([O-])=O)=[C:11]([N+:18]([O-])=O)[CH:10]=1)[C:2]1[CH:7]=[CH:6][CH:5]=[CH:4][CH:3]=1.[O:21]1[CH2:26][CH2:25][N:24]([C:27]2[CH:32]=[CH:31][C:30]([NH:33][C:34]([C:36]3[CH:43]=[CH:42][C:39]([CH:40]=O)=[CH:38][CH:37]=3)=[O:35])=[CH:29][CH:28]=2)[CH2:23][CH2:22]1, predict the reaction product. The product is: [CH2:1]([O:8][C:9]1[CH:14]=[CH:13][C:12]2[N:15]=[C:40]([C:39]3[CH:38]=[CH:37][C:36]([C:34]([NH:33][C:30]4[CH:29]=[CH:28][C:27]([N:24]5[CH2:23][CH2:22][O:21][CH2:26][CH2:25]5)=[CH:32][CH:31]=4)=[O:35])=[CH:43][CH:42]=3)[NH:18][C:11]=2[CH:10]=1)[C:2]1[CH:7]=[CH:6][CH:5]=[CH:4][CH:3]=1.